Dataset: Full USPTO retrosynthesis dataset with 1.9M reactions from patents (1976-2016). Task: Predict the reactants needed to synthesize the given product. (1) Given the product [Cl:1][C:2]1[CH:20]=[CH:19][CH:18]=[C:17]([F:21])[C:3]=1[CH2:4][N:5]1[CH2:10][CH2:9][N:8]([CH2:11][C:12]([NH:22][NH2:23])=[O:13])[CH2:7][CH2:6]1, predict the reactants needed to synthesize it. The reactants are: [Cl:1][C:2]1[CH:20]=[CH:19][CH:18]=[C:17]([F:21])[C:3]=1[CH2:4][N:5]1[CH2:10][CH2:9][N:8]([CH2:11][C:12](OCC)=[O:13])[CH2:7][CH2:6]1.[NH2:22][NH2:23]. (2) Given the product [CH:12]1([C:10]([N:8]2[CH2:9][CH:6]([CH2:5][C:4]([NH:17][NH2:18])=[O:3])[CH2:7]2)=[O:11])[CH2:14][CH2:13]1, predict the reactants needed to synthesize it. The reactants are: C([O:3][C:4](=O)[CH2:5][CH:6]1[CH2:9][N:8]([C:10]([CH:12]2[CH2:14][CH2:13]2)=[O:11])[CH2:7]1)C.O.[NH2:17][NH2:18]. (3) Given the product [Cl:5][C:6]1[CH:19]=[C:18]([NH:2][CH3:1])[C:17]([N+:21]([O-:23])=[O:22])=[CH:16][C:7]=1[C:8]([NH:10][CH:11]1[CH2:15][CH2:14][CH2:13][CH2:12]1)=[O:9], predict the reactants needed to synthesize it. The reactants are: [CH3:1][NH2:2].CO.[Cl:5][C:6]1[CH:19]=[C:18](F)[C:17]([N+:21]([O-:23])=[O:22])=[CH:16][C:7]=1[C:8]([NH:10][CH:11]1[CH2:15][CH2:14][CH2:13][CH2:12]1)=[O:9].